From a dataset of Catalyst prediction with 721,799 reactions and 888 catalyst types from USPTO. Predict which catalyst facilitates the given reaction. (1) Reactant: Br[C:2]1[CH:3]=[C:4]([CH2:10][CH2:11][NH:12][C:13]([C:15]2[C:24]([OH:25])=[CH:23][C:22]3[C:17](=[CH:18][CH:19]=[CH:20][CH:21]=3)[CH:16]=2)=[O:14])[C:5]([O:8][CH3:9])=[CH:6][CH:7]=1.[N+:26]([C:29]1[CH:34]=[CH:33][C:32](B(O)O)=[CH:31][CH:30]=1)([O-:28])=[O:27].C([O-])([O-])=O.[Na+].[Na+]. Product: [CH3:9][O:8][C:5]1[CH:6]=[CH:7][C:2]([C:32]2[CH:33]=[CH:34][C:29]([N+:26]([O-:28])=[O:27])=[CH:30][CH:31]=2)=[CH:3][C:4]=1[CH2:10][CH2:11][NH:12][C:13]([C:15]1[C:24]([OH:25])=[CH:23][C:22]2[C:17](=[CH:18][CH:19]=[CH:20][CH:21]=2)[CH:16]=1)=[O:14]. The catalyst class is: 104. (2) Reactant: [CH3:1][C:2]1[N:7]=[C:6]([NH2:8])[N:5]=[C:4]([NH:9][C:10]2[CH:15]=[CH:14][C:13]([N+:16]([O-])=O)=[CH:12][N:11]=2)[CH:3]=1. Product: [NH2:16][C:13]1[CH:14]=[CH:15][C:10]([NH:9][C:4]2[CH:3]=[C:2]([CH3:1])[N:7]=[C:6]([NH2:8])[N:5]=2)=[N:11][CH:12]=1. The catalyst class is: 19. (3) Reactant: [CH:1]([OH:3])=O.C(OC(=O)C)(=O)C.[OH:11][NH:12][CH:13]([CH2:36][C@@H:37]([C:39]1[CH:44]=[CH:43][CH:42]=[CH:41][CH:40]=1)[CH3:38])[CH2:14][S:15]([N:18]1[CH2:23][CH2:22][N:21]([C:24]2[CH:29]=[CH:28][C:27]([C:30]#[C:31][Si](C)(C)C)=[CH:26][CH:25]=2)[CH2:20][CH2:19]1)(=[O:17])=[O:16]. Product: [OH:11][N:12]([CH:13]([CH2:14][S:15]([N:18]1[CH2:19][CH2:20][N:21]([C:24]2[CH:25]=[CH:26][C:27]([C:30]#[CH:31])=[CH:28][CH:29]=2)[CH2:22][CH2:23]1)(=[O:16])=[O:17])[CH2:36][C@@H:37]([C:39]1[CH:40]=[CH:41][CH:42]=[CH:43][CH:44]=1)[CH3:38])[CH:1]=[O:3]. The catalyst class is: 2. (4) Reactant: [N:1]1[CH:6]=[CH:5][CH:4]=[CH:3][C:2]=1[C:7]1[S:8][CH:9]=[C:10]([C:12]([OH:14])=[O:13])[N:11]=1.[Si](Cl)(C)(C)[CH3:16]. Product: [N:1]1[CH:6]=[CH:5][CH:4]=[CH:3][C:2]=1[C:7]1[S:8][CH:9]=[C:10]([C:12]([O:14][CH3:16])=[O:13])[N:11]=1. The catalyst class is: 5. (5) Reactant: [I:1][C:2]1[CH:3]=[C:4]([CH:8]=[CH:9][CH:10]=1)[C:5]([OH:7])=O.[Cl:11][C:12]1[CH:18]=[CH:17][C:15]([NH2:16])=[CH:14][C:13]=1[C:19]([F:22])([F:21])[F:20].CCN=C=NCCCN(C)C. Product: [Cl:11][C:12]1[CH:18]=[CH:17][C:15]([NH:16][C:5](=[O:7])[C:4]2[CH:8]=[CH:9][CH:10]=[C:2]([I:1])[CH:3]=2)=[CH:14][C:13]=1[C:19]([F:20])([F:21])[F:22]. The catalyst class is: 239. (6) Reactant: C([O:3][C:4]([C:6]1([S:19]([C:22]2[CH:27]=[CH:26][C:25]([O:28][CH2:29][CH2:30][CH2:31][CH3:32])=[CH:24][CH:23]=2)(=[O:21])=[O:20])[CH2:11][CH2:10][N:9]([CH2:12][C:13]2[CH:18]=[CH:17][N:16]=[CH:15][CH:14]=2)[CH2:8][CH2:7]1)=[O:5])C.[OH-].[Na+]. Product: [CH2:29]([O:28][C:25]1[CH:26]=[CH:27][C:22]([S:19]([C:6]2([C:4]([OH:5])=[O:3])[CH2:7][CH2:8][N:9]([CH2:12][C:13]3[CH:18]=[CH:17][N:16]=[CH:15][CH:14]=3)[CH2:10][CH2:11]2)(=[O:20])=[O:21])=[CH:23][CH:24]=1)[CH2:30][CH2:31][CH3:32]. The catalyst class is: 5. (7) Reactant: [CH:1]1([CH2:7][N:8]2[C:12]3[CH:13]=[CH:14][C:15]([NH:17]C(=O)C)=[CH:16][C:11]=3[N:10]=[C:9]2[C:21]([CH3:25])([CH3:24])[CH2:22][CH3:23])[CH2:6][CH2:5][CH2:4][CH2:3][CH2:2]1. Product: [CH:1]1([CH2:7][N:8]2[C:12]3[CH:13]=[CH:14][C:15]([NH2:17])=[CH:16][C:11]=3[N:10]=[C:9]2[C:21]([CH3:24])([CH3:25])[CH2:22][CH3:23])[CH2:2][CH2:3][CH2:4][CH2:5][CH2:6]1. The catalyst class is: 8. (8) Reactant: [N:1]12[CH2:8][CH2:7][CH:4]([CH2:5][CH2:6]1)[C@@H:3]([O:9][C:10](=[O:41])[NH:11][C:12]1[CH:17]=[C:16](/[CH:18]=[CH:19]/[CH2:20][CH2:21][N:22]3[C:26]4[CH:27]=[CH:28][C:29]([CH2:31][CH:32]=O)=[CH:30][C:25]=4[O:24][C:23]3=[O:34])[CH:15]=[CH:14][C:13]=1[C:35]1[CH:40]=[CH:39][CH:38]=[CH:37][CH:36]=1)[CH2:2]2.C(O)(=O)C.[NH2:46][CH2:47][C@@H:48]([C:57]1[CH:66]=[CH:65][C:64]([OH:67])=[C:63]2[C:58]=1[CH:59]=[CH:60][C:61](=[O:68])[NH:62]2)[O:49][Si:50]([C:53]([CH3:56])([CH3:55])[CH3:54])([CH3:52])[CH3:51].CO.[Na]. Product: [N:1]12[CH2:8][CH2:7][CH:4]([CH2:5][CH2:6]1)[C@@H:3]([O:9][C:10](=[O:41])[NH:11][C:12]1[CH:17]=[C:16](/[CH:18]=[CH:19]/[CH2:20][CH2:21][N:22]3[C:26]4[CH:27]=[CH:28][C:29]([CH2:31][CH2:32][NH:46][CH2:47][C@H:48]([O:49][Si:50]([C:53]([CH3:56])([CH3:55])[CH3:54])([CH3:52])[CH3:51])[C:57]5[CH:66]=[CH:65][C:64]([OH:67])=[C:63]6[C:58]=5[CH:59]=[CH:60][C:61](=[O:68])[NH:62]6)=[CH:30][C:25]=4[O:24][C:23]3=[O:34])[CH:15]=[CH:14][C:13]=1[C:35]1[CH:36]=[CH:37][CH:38]=[CH:39][CH:40]=1)[CH2:2]2. The catalyst class is: 526. (9) Reactant: [CH2:1]([NH:8][C:9]([N:11]1[CH2:16][CH2:15][N:14]([C:17]2[C:26]3[C:21](=[CH:22][C:23]([NH:30][CH2:31][CH3:32])=[C:24]([N+:27]([O-])=O)[CH:25]=3)[N:20]=[CH:19][N:18]=2)[CH2:13][CH2:12]1)=[S:10])[C:2]1[CH:7]=[CH:6][CH:5]=[CH:4][CH:3]=1. Product: [NH2:27][C:24]1[CH:25]=[C:26]2[C:21](=[CH:22][C:23]=1[NH:30][CH2:31][CH3:32])[N:20]=[CH:19][N:18]=[C:17]2[N:14]1[CH2:15][CH2:16][N:11]([C:9](=[S:10])[NH:8][CH2:1][C:2]2[CH:7]=[CH:6][CH:5]=[CH:4][CH:3]=2)[CH2:12][CH2:13]1. The catalyst class is: 190.